Dataset: NCI-60 drug combinations with 297,098 pairs across 59 cell lines. Task: Regression. Given two drug SMILES strings and cell line genomic features, predict the synergy score measuring deviation from expected non-interaction effect. (1) Synergy scores: CSS=8.16, Synergy_ZIP=-1.87, Synergy_Bliss=-5.87, Synergy_Loewe=-25.9, Synergy_HSA=-6.93. Drug 1: CC1=C(C(=CC=C1)Cl)NC(=O)C2=CN=C(S2)NC3=CC(=NC(=N3)C)N4CCN(CC4)CCO. Drug 2: C1=NNC2=C1C(=O)NC=N2. Cell line: A549. (2) Drug 1: CNC(=O)C1=NC=CC(=C1)OC2=CC=C(C=C2)NC(=O)NC3=CC(=C(C=C3)Cl)C(F)(F)F. Drug 2: C1CNP(=O)(OC1)N(CCCl)CCCl. Cell line: NCI-H460. Synergy scores: CSS=10.0, Synergy_ZIP=-1.78, Synergy_Bliss=2.60, Synergy_Loewe=4.05, Synergy_HSA=0.950. (3) Drug 2: CCC1(C2=C(COC1=O)C(=O)N3CC4=CC5=C(C=CC(=C5CN(C)C)O)N=C4C3=C2)O.Cl. Drug 1: COC1=C(C=C2C(=C1)N=CN=C2NC3=CC(=C(C=C3)F)Cl)OCCCN4CCOCC4. Synergy scores: CSS=28.8, Synergy_ZIP=5.09, Synergy_Bliss=4.58, Synergy_Loewe=5.59, Synergy_HSA=5.57. Cell line: NCI/ADR-RES. (4) Drug 1: CC=C1C(=O)NC(C(=O)OC2CC(=O)NC(C(=O)NC(CSSCCC=C2)C(=O)N1)C(C)C)C(C)C. Cell line: HS 578T. Synergy scores: CSS=44.0, Synergy_ZIP=0.00356, Synergy_Bliss=-3.68, Synergy_Loewe=-23.7, Synergy_HSA=-4.47. Drug 2: C#CCC(CC1=CN=C2C(=N1)C(=NC(=N2)N)N)C3=CC=C(C=C3)C(=O)NC(CCC(=O)O)C(=O)O.